This data is from CYP2C9 inhibition data for predicting drug metabolism from PubChem BioAssay. The task is: Regression/Classification. Given a drug SMILES string, predict its absorption, distribution, metabolism, or excretion properties. Task type varies by dataset: regression for continuous measurements (e.g., permeability, clearance, half-life) or binary classification for categorical outcomes (e.g., BBB penetration, CYP inhibition). Dataset: cyp2c9_veith. (1) The compound is Cc1cccc(OCCCC(=O)Nc2ccccc2C(F)(F)F)c1. The result is 0 (non-inhibitor). (2) The drug is O=C(Nc1ccccc1)N1CC[C@@]2(CCCN(C(=O)c3cc(C(F)(F)F)cc(C(F)(F)F)c3)C2)C1. The result is 0 (non-inhibitor). (3) The molecule is CC(=O)O[C@]12CC[N@+]3(C)CCCC[C@@H]3[C-]1Nc1ccccc12. The result is 0 (non-inhibitor).